This data is from NCI-60 drug combinations with 297,098 pairs across 59 cell lines. The task is: Regression. Given two drug SMILES strings and cell line genomic features, predict the synergy score measuring deviation from expected non-interaction effect. (1) Drug 1: CCCS(=O)(=O)NC1=C(C(=C(C=C1)F)C(=O)C2=CNC3=C2C=C(C=N3)C4=CC=C(C=C4)Cl)F. Drug 2: C(CN)CNCCSP(=O)(O)O. Cell line: DU-145. Synergy scores: CSS=-5.03, Synergy_ZIP=0.446, Synergy_Bliss=-2.70, Synergy_Loewe=-5.84, Synergy_HSA=-5.82. (2) Drug 1: C1CCC(C1)C(CC#N)N2C=C(C=N2)C3=C4C=CNC4=NC=N3. Drug 2: C1CC(=O)NC(=O)C1N2C(=O)C3=CC=CC=C3C2=O. Cell line: UO-31. Synergy scores: CSS=20.7, Synergy_ZIP=-0.462, Synergy_Bliss=6.31, Synergy_Loewe=-0.956, Synergy_HSA=4.86. (3) Drug 1: CC1=C2C(C(=O)C3(C(CC4C(C3C(C(C2(C)C)(CC1OC(=O)C(C(C5=CC=CC=C5)NC(=O)OC(C)(C)C)O)O)OC(=O)C6=CC=CC=C6)(CO4)OC(=O)C)OC)C)OC. Drug 2: CC1C(C(CC(O1)OC2CC(CC3=C2C(=C4C(=C3O)C(=O)C5=C(C4=O)C(=CC=C5)OC)O)(C(=O)CO)O)N)O.Cl. Cell line: NCIH23. Synergy scores: CSS=39.0, Synergy_ZIP=-5.51, Synergy_Bliss=-6.50, Synergy_Loewe=-2.15, Synergy_HSA=-0.854. (4) Drug 1: CC12CCC(CC1=CCC3C2CCC4(C3CC=C4C5=CN=CC=C5)C)O. Drug 2: C1CC(=O)NC(=O)C1N2C(=O)C3=CC=CC=C3C2=O. Cell line: RPMI-8226. Synergy scores: CSS=38.2, Synergy_ZIP=3.09, Synergy_Bliss=5.10, Synergy_Loewe=-14.1, Synergy_HSA=2.60. (5) Synergy scores: CSS=1.50, Synergy_ZIP=1.52, Synergy_Bliss=7.79, Synergy_Loewe=-5.39, Synergy_HSA=2.15. Cell line: HCC-2998. Drug 2: CC1CCC2CC(C(=CC=CC=CC(CC(C(=O)C(C(C(=CC(C(=O)CC(OC(=O)C3CCCCN3C(=O)C(=O)C1(O2)O)C(C)CC4CCC(C(C4)OC)OCCO)C)C)O)OC)C)C)C)OC. Drug 1: CCC(=C(C1=CC=CC=C1)C2=CC=C(C=C2)OCCN(C)C)C3=CC=CC=C3.C(C(=O)O)C(CC(=O)O)(C(=O)O)O. (6) Drug 1: C1C(C(OC1N2C=NC3=C(N=C(N=C32)Cl)N)CO)O. Drug 2: C1CNP(=O)(OC1)N(CCCl)CCCl. Cell line: PC-3. Synergy scores: CSS=16.1, Synergy_ZIP=-3.15, Synergy_Bliss=0.298, Synergy_Loewe=-38.3, Synergy_HSA=0.263.